This data is from Reaction yield outcomes from USPTO patents with 853,638 reactions. The task is: Predict the reaction yield, written as a fraction of the theoretical maximum amount of product (1.0 means a 100% yield; for example, 0.34 means a 34% yield). (1) The reactants are [O:1]1[C:5]2([CH2:10][CH2:9][CH:8]([C:11]3[N:12]=[CH:13][C:14]([NH2:17])=[N:15][CH:16]=3)[CH2:7][CH2:6]2)[O:4][CH2:3][CH2:2]1.C1C(=O)N([Br:25])C(=O)C1. The catalyst is C(#N)C. The product is [Br:25][C:13]1[C:14]([NH2:17])=[N:15][CH:16]=[C:11]([CH:8]2[CH2:9][CH2:10][C:5]3([O:4][CH2:3][CH2:2][O:1]3)[CH2:6][CH2:7]2)[N:12]=1. The yield is 0.790. (2) The reactants are [CH:1]1([Mg]Br)[CH2:3][CH2:2]1.Br[C:7]1[C:16]2[C:11](=[CH:12][CH:13]=[CH:14][CH:15]=2)[CH:10]=[CH:9][CH:8]=1. The catalyst is O1CCCC1.Cl[Ni]1(Cl)[P](C2C=CC=CC=2)(C2C=CC=CC=2)CCC[P]1(C1C=CC=CC=1)C1C=CC=CC=1. The product is [CH:1]1([C:15]2[C:16]3[C:11](=[CH:10][CH:9]=[CH:8][CH:7]=3)[CH:12]=[CH:13][CH:14]=2)[CH2:3][CH2:2]1. The yield is 0.760. (3) The reactants are [N:1]1([CH2:7][CH2:8][O:9][C:10]2[CH:15]=[CH:14][C:13]([NH2:16])=[CH:12][CH:11]=2)[CH2:6][CH2:5][CH2:4][CH2:3][CH2:2]1.[Cl:17][C:18]1[CH:19]=[C:20]2[C:24](=[CH:25][CH:26]=1)[NH:23][C:22](=[O:27])[C:21]2=[CH:28]O. No catalyst specified. The product is [Cl:17][C:18]1[CH:19]=[C:20]2[C:24](=[CH:25][CH:26]=1)[NH:23][C:22](=[O:27])[C:21]2=[CH:28][NH:16][C:13]1[CH:12]=[CH:11][C:10]([O:9][CH2:8][CH2:7][N:1]2[CH2:2][CH2:3][CH2:4][CH2:5][CH2:6]2)=[CH:15][CH:14]=1. The yield is 0.570. (4) The reactants are C[O:2][C:3](=[O:32])[C@H:4]([CH2:16][C:17]1[CH:22]=[CH:21][C:20]([C:23]2[C:24](=[O:31])[N:25]([CH3:30])[CH:26]=[C:27]([Cl:29])[CH:28]=2)=[CH:19][CH:18]=1)[NH:5][C:6]([C:8]1[C:13]([CH3:14])=[CH:12][CH:11]=[CH:10][C:9]=1[Cl:15])=[O:7].O.[OH-].[Li+].C(OCC)(=O)C. The catalyst is C1COCC1.O. The product is [Cl:15][C:9]1[CH:10]=[CH:11][CH:12]=[C:13]([CH3:14])[C:8]=1[C:6]([NH:5][C@H:4]([C:3]([OH:32])=[O:2])[CH2:16][C:17]1[CH:22]=[CH:21][C:20]([C:23]2[C:24](=[O:31])[N:25]([CH3:30])[CH:26]=[C:27]([Cl:29])[CH:28]=2)=[CH:19][CH:18]=1)=[O:7]. The yield is 0.820.